From a dataset of Full USPTO retrosynthesis dataset with 1.9M reactions from patents (1976-2016). Predict the reactants needed to synthesize the given product. (1) The reactants are: [CH2:1]([O:3][C:4]([C:6]1[CH:7]=[C:8]2[C:13](=[CH:14][CH:15]=1)[NH:12][CH:11]([C:16]1[CH:21]=[CH:20][CH:19]=[C:18](Br)[CH:17]=1)[CH2:10][C:9]2([CH3:24])[CH3:23])=[O:5])[CH3:2].[CH:25]([O:28][C:29]1[CH:34]=[CH:33][C:32](B(O)O)=[CH:31][CH:30]=1)([CH3:27])[CH3:26].C(=O)([O-])[O-].[Na+].[Na+].C(OCC)(=O)C. Given the product [CH2:1]([O:3][C:4]([C:6]1[CH:7]=[C:8]2[C:13](=[CH:14][CH:15]=1)[NH:12][CH:11]([C:16]1[CH:17]=[C:18]([C:32]3[CH:33]=[CH:34][C:29]([O:28][CH:25]([CH3:27])[CH3:26])=[CH:30][CH:31]=3)[CH:19]=[CH:20][CH:21]=1)[CH2:10][C:9]2([CH3:24])[CH3:23])=[O:5])[CH3:2], predict the reactants needed to synthesize it. (2) Given the product [Cl:1][C:2]1[C:3]2[S:16][C:12]([C:13]([O:15][CH3:17])=[O:14])=[CH:5][C:4]=2[CH:7]=[CH:8][CH:9]=1, predict the reactants needed to synthesize it. The reactants are: [Cl:1][C:2]1[C:3](F)=[C:4]([CH:7]=[CH:8][CH:9]=1)[CH:5]=O.C[CH:12]([SH:16])[C:13]([O-:15])=[O:14].[CH2:17](NCC)C. (3) Given the product [CH2:25]([N:1]1[CH2:6][CH2:5][CH2:4][C@H:3]([N:7]2[CH:11]=[C:10]([O:12][C:13]3[N:14]=[C:15]([OH:23])[C:16]4[CH:22]=[CH:21][N:20]=[CH:19][C:17]=4[N:18]=3)[CH:9]=[N:8]2)[CH2:2]1)[C:26]1[CH:31]=[CH:30][CH:29]=[CH:28][CH:27]=1, predict the reactants needed to synthesize it. The reactants are: [NH:1]1[CH2:6][CH2:5][CH2:4][C@H:3]([N:7]2[CH:11]=[C:10]([O:12][C:13]3[N:14]=[C:15]([OH:23])[C:16]4[CH:22]=[CH:21][N:20]=[CH:19][C:17]=4[N:18]=3)[CH:9]=[N:8]2)[CH2:2]1.Br[CH2:25][C:26]1[CH:31]=[CH:30][CH:29]=[CH:28][CH:27]=1. (4) Given the product [O:19]=[C:13]1[NH:12][C:11]2[C:5]3[CH:4]=[CH:3][C:2]([N:38]4[CH2:42][CH2:41][CH2:40][CH2:39]4)=[CH:31][C:6]=3[O:7][CH2:8][CH2:9][C:10]=2[CH:15]=[C:14]1[C:16]([OH:18])=[O:17], predict the reactants needed to synthesize it. The reactants are: Cl[C:2]1[CH:3]=[CH:4][C:5]2[C:11]3[N:12](CC4C=CC(OC)=CC=4OC)[C:13](=[O:19])[C:14]([C:16]([OH:18])=[O:17])=[CH:15][C:10]=3[CH2:9][CH2:8][O:7][C:6]=2[CH:31]=1.CC([O-])(C)C.[Na+].[NH:38]1[CH2:42][CH2:41][CH2:40][CH2:39]1.Cl. (5) Given the product [CH3:7][O:8][C:9]1[CH:14]=[CH:13][CH:12]=[C:11]([O:15][CH2:16][C:17]2[CH:18]=[CH:19][C:20]([O:23][CH3:24])=[CH:21][CH:22]=2)[C:10]=1[C:25](=[O:27])[CH:26]=[C:33]([S:29][CH3:28])[S:34][CH3:36], predict the reactants needed to synthesize it. The reactants are: CC(C)([O-])C.[Li+].[CH3:7][O:8][C:9]1[CH:14]=[CH:13][CH:12]=[C:11]([O:15][CH2:16][C:17]2[CH:22]=[CH:21][C:20]([O:23][CH3:24])=[CH:19][CH:18]=2)[C:10]=1[C:25](=[O:27])[CH3:26].[C:28](=S)=[S:29].IC.[CH3:33][S:34]([CH3:36])=O. (6) Given the product [CH3:21][O:20][C:15]1[CH:16]=[C:17]2[C:12](=[CH:13][C:14]=1[O:22][CH3:23])[N:11]=[C:10]([NH:1][C@@H:2]1[CH2:7][CH2:6][C@H:5]([OH:8])[CH2:4][CH2:3]1)[CH:19]=[N:18]2, predict the reactants needed to synthesize it. The reactants are: [NH2:1][C@@H:2]1[CH2:7][CH2:6][C@H:5]([OH:8])[CH2:4][CH2:3]1.Cl[C:10]1[CH:19]=[N:18][C:17]2[C:12](=[CH:13][C:14]([O:22][CH3:23])=[C:15]([O:20][CH3:21])[CH:16]=2)[N:11]=1.